From a dataset of Full USPTO retrosynthesis dataset with 1.9M reactions from patents (1976-2016). Predict the reactants needed to synthesize the given product. (1) The reactants are: C(OC(=O)[NH:7][C@@H:8]1[CH2:13][CH2:12][N:11]([CH3:14])[CH2:10][C@H:9]1[O:15][CH3:16])(C)(C)C.Cl. Given the product [CH3:16][O:15][C@H:9]1[C@H:8]([NH2:7])[CH2:13][CH2:12][N:11]([CH3:14])[CH2:10]1, predict the reactants needed to synthesize it. (2) Given the product [CH3:1][C:2]1[NH:3][C:4]2[C:9]([C:10]=1[CH2:11][NH:14][CH3:13])=[CH:8][CH:7]=[CH:6][CH:5]=2, predict the reactants needed to synthesize it. The reactants are: [CH3:1][C:2]1[NH:3][C:4]2[C:9]([C:10]=1[CH:11]=O)=[CH:8][CH:7]=[CH:6][CH:5]=2.[CH3:13][NH2:14].[BH4-].[Na+]. (3) Given the product [CH2:11]([O:10][C:8]([C:7]1[NH:5][N:6]=[C:2]([CH2:1][OH:4])[CH:3]=1)=[O:9])[CH3:12], predict the reactants needed to synthesize it. The reactants are: [CH2:1]([OH:4])[C:2]#[CH:3].[N+:5](=[CH:7][C:8]([O:10][CH2:11][CH3:12])=[O:9])=[N-:6]. (4) Given the product [CH3:18][C:10]1[C:9]([CH2:8][N:5]2[CH2:4][CH2:3][N:2]([CH3:1])[CH2:7][CH2:6]2)=[CH:14][CH:13]=[CH:12][C:11]=1[NH2:15], predict the reactants needed to synthesize it. The reactants are: [CH3:1][N:2]1[CH2:7][CH2:6][N:5]([CH2:8][C:9]2[CH:14]=[CH:13][CH:12]=[C:11]([N+:15]([O-])=O)[C:10]=2[CH3:18])[CH2:4][CH2:3]1.N1(C2CCN(C3C=CC(N)=C(OC)C=3)CC2)CCCCC1. (5) Given the product [CH3:32][O:33][C:34](=[O:50])[C:35]1[CH:40]=[C:39]([O:12][C@@H:10]([CH3:11])[CH2:9][O:1][Si:2]([C:5]([CH3:7])([CH3:8])[CH3:6])([CH3:4])[CH3:3])[CH:38]=[C:37]([S:42][C:43]2[CH:48]=[CH:47][C:46]([CH3:49])=[CH:45][CH:44]=2)[CH:36]=1, predict the reactants needed to synthesize it. The reactants are: [O:1]([CH2:9][C@H:10]([OH:12])[CH3:11])[Si:2]([C:5]([CH3:8])([CH3:7])[CH3:6])([CH3:4])[CH3:3].C1(P(C2C=CC=CC=2)C2C=CC=CC=2)C=CC=CC=1.[CH3:32][O:33][C:34](=[O:50])[C:35]1[CH:40]=[C:39](O)[CH:38]=[C:37]([S:42][C:43]2[CH:48]=[CH:47][C:46]([CH3:49])=[CH:45][CH:44]=2)[CH:36]=1.N(C(OCC)=O)=NC(OCC)=O.